From a dataset of Forward reaction prediction with 1.9M reactions from USPTO patents (1976-2016). Predict the product of the given reaction. (1) Given the reactants [C:1]([O:5][C:6](=[O:22])[NH:7][C:8]1[N:16]=[CH:15][C:14]2[NH:13][C:12]3[N:17]=[CH:18][C:19](Br)=[CH:20][C:11]=3[C:10]=2[CH:9]=1)([CH3:4])([CH3:3])[CH3:2].[N:23]1([CH2:29][C:30]2[CH:35]=[CH:34][C:33](B(O)O)=[CH:32][CH:31]=2)[CH2:28][CH2:27][CH2:26][CH2:25][CH2:24]1, predict the reaction product. The product is: [C:1]([O:5][C:6](=[O:22])[NH:7][C:8]1[N:16]=[CH:15][C:14]2[NH:13][C:12]3[N:17]=[CH:18][C:19]([C:33]4[CH:32]=[CH:31][C:30]([CH2:29][N:23]5[CH2:28][CH2:27][CH2:26][CH2:25][CH2:24]5)=[CH:35][CH:34]=4)=[CH:20][C:11]=3[C:10]=2[CH:9]=1)([CH3:4])([CH3:3])[CH3:2]. (2) Given the reactants C([O:3][C:4]([CH:6]1[CH2:11][CH2:10][C:9]([C:13]2[CH:18]=[CH:17][C:16]([Cl:19])=[CH:15][N:14]=2)(O)[CH2:8][CH2:7]1)=[O:5])C.S(=O)(=O)(O)O, predict the reaction product. The product is: [Cl:19][C:16]1[CH:17]=[CH:18][C:13]([C:9]2[CH2:10][CH2:11][CH:6]([C:4]([OH:5])=[O:3])[CH2:7][CH:8]=2)=[N:14][CH:15]=1. (3) Given the reactants [Cl:1][C:2]1[CH:11]=[C:10]2[C:5]([CH:6]=[C:7]([C:15]3[CH:20]=[C:19]([S:21][CH3:22])[CH:18]=[CH:17][C:16]=3[F:23])[C:8](=N)[N:9]2[CH2:12][CH3:13])=[CH:4][N:3]=1.CC(OC(C)=O)=[O:26], predict the reaction product. The product is: [Cl:1][C:2]1[CH:11]=[C:10]2[C:5]([CH:6]=[C:7]([C:15]3[CH:20]=[C:19]([S:21][CH3:22])[CH:18]=[CH:17][C:16]=3[F:23])[C:8](=[O:26])[N:9]2[CH2:12][CH3:13])=[CH:4][N:3]=1.